This data is from Peptide-MHC class I binding affinity with 185,985 pairs from IEDB/IMGT. The task is: Regression. Given a peptide amino acid sequence and an MHC pseudo amino acid sequence, predict their binding affinity value. This is MHC class I binding data. The peptide sequence is TSTGNYNYKY. The MHC is HLA-A01:01 with pseudo-sequence HLA-A01:01. The binding affinity (normalized) is 0.578.